Dataset: Peptide-MHC class I binding affinity with 185,985 pairs from IEDB/IMGT. Task: Regression. Given a peptide amino acid sequence and an MHC pseudo amino acid sequence, predict their binding affinity value. This is MHC class I binding data. (1) The peptide sequence is RSCTMPPLRF. The MHC is HLA-A23:01 with pseudo-sequence HLA-A23:01. The binding affinity (normalized) is 0.436. (2) The peptide sequence is KLYGYASLT. The MHC is HLA-A02:01 with pseudo-sequence HLA-A02:01. The binding affinity (normalized) is 0.465. (3) The peptide sequence is RILHNFAYSL. The MHC is Mamu-B03 with pseudo-sequence Mamu-B03. The binding affinity (normalized) is 0.160. (4) The peptide sequence is MVKNNKIQK. The MHC is HLA-A32:01 with pseudo-sequence HLA-A32:01. The binding affinity (normalized) is 0.